From a dataset of NCI-60 drug combinations with 297,098 pairs across 59 cell lines. Regression. Given two drug SMILES strings and cell line genomic features, predict the synergy score measuring deviation from expected non-interaction effect. (1) Drug 1: CN1CCC(CC1)COC2=C(C=C3C(=C2)N=CN=C3NC4=C(C=C(C=C4)Br)F)OC. Drug 2: C#CCC(CC1=CN=C2C(=N1)C(=NC(=N2)N)N)C3=CC=C(C=C3)C(=O)NC(CCC(=O)O)C(=O)O. Synergy scores: CSS=4.97, Synergy_ZIP=0.364, Synergy_Bliss=1.89, Synergy_Loewe=1.48, Synergy_HSA=1.52. Cell line: MALME-3M. (2) Drug 1: CS(=O)(=O)C1=CC(=C(C=C1)C(=O)NC2=CC(=C(C=C2)Cl)C3=CC=CC=N3)Cl. Drug 2: CC(C)NC(=O)C1=CC=C(C=C1)CNNC.Cl. Cell line: EKVX. Synergy scores: CSS=3.43, Synergy_ZIP=-1.77, Synergy_Bliss=-3.22, Synergy_Loewe=-8.17, Synergy_HSA=-4.06. (3) Drug 1: CC1=CC=C(C=C1)C2=CC(=NN2C3=CC=C(C=C3)S(=O)(=O)N)C(F)(F)F. Drug 2: CS(=O)(=O)CCNCC1=CC=C(O1)C2=CC3=C(C=C2)N=CN=C3NC4=CC(=C(C=C4)OCC5=CC(=CC=C5)F)Cl. Cell line: DU-145. Synergy scores: CSS=1.14, Synergy_ZIP=0.414, Synergy_Bliss=0.806, Synergy_Loewe=-7.56, Synergy_HSA=-4.61. (4) Drug 1: CS(=O)(=O)C1=CC(=C(C=C1)C(=O)NC2=CC(=C(C=C2)Cl)C3=CC=CC=N3)Cl. Drug 2: C1=CN(C=N1)CC(O)(P(=O)(O)O)P(=O)(O)O. Cell line: PC-3. Synergy scores: CSS=1.39, Synergy_ZIP=4.42, Synergy_Bliss=-3.18, Synergy_Loewe=-2.39, Synergy_HSA=-3.45. (5) Synergy scores: CSS=25.2, Synergy_ZIP=5.02, Synergy_Bliss=9.54, Synergy_Loewe=-9.65, Synergy_HSA=4.31. Drug 1: CN1CCC(CC1)COC2=C(C=C3C(=C2)N=CN=C3NC4=C(C=C(C=C4)Br)F)OC. Cell line: RPMI-8226. Drug 2: CC12CCC(CC1=CCC3C2CCC4(C3CC=C4C5=CN=CC=C5)C)O. (6) Drug 2: C1CC(=O)NC(=O)C1N2C(=O)C3=CC=CC=C3C2=O. Synergy scores: CSS=5.61, Synergy_ZIP=3.76, Synergy_Bliss=7.53, Synergy_Loewe=6.17, Synergy_HSA=5.87. Cell line: T-47D. Drug 1: CC(C1=C(C=CC(=C1Cl)F)Cl)OC2=C(N=CC(=C2)C3=CN(N=C3)C4CCNCC4)N.